This data is from Forward reaction prediction with 1.9M reactions from USPTO patents (1976-2016). The task is: Predict the product of the given reaction. (1) Given the reactants [NH:1]1[CH:5]=[C:4]([C:6]([OH:8])=O)[CH:3]=[N:2]1.[CH3:9][O:10][CH:11]1[CH2:16][CH2:15][N:14]([C:17]2[CH:26]=[CH:25][CH:24]=[C:23]3[C:18]=2[CH2:19][CH2:20][N:21]=[CH:22]3)[CH2:13][CH2:12]1.[N+:27]([C:29]1[CH:41]=[CH:40][C:32]([C:33]([O:35][C:36]([CH3:39])([CH3:38])[CH3:37])=[O:34])=[CH:31][CH:30]=1)#[C-:28].C[OH:43], predict the reaction product. The product is: [CH3:9][O:10][CH:11]1[CH2:16][CH2:15][N:14]([C:17]2[CH:26]=[CH:25][CH:24]=[C:23]3[C:18]=2[CH2:19][CH2:20][N:21]([C:6]([C:4]2[CH:3]=[N:2][NH:1][CH:5]=2)=[O:8])[CH:22]3[C:28]([NH:27][C:29]2[CH:41]=[CH:40][C:32]([C:33]([O:35][C:36]([CH3:38])([CH3:37])[CH3:39])=[O:34])=[CH:31][CH:30]=2)=[O:43])[CH2:13][CH2:12]1. (2) Given the reactants [CH3:1][O:2][C:3]([C:5]1[C:6]([C:10]([OH:12])=O)=[CH:7][O:8][CH:9]=1)=[O:4].[F:13][C:14]([F:24])([F:23])[S:15][C:16]1[CH:17]=[C:18]([CH:20]=[CH:21][CH:22]=1)[NH2:19], predict the reaction product. The product is: [F:23][C:14]([F:13])([F:24])[S:15][C:16]1[CH:17]=[C:18]([NH:19][C:10]([C:6]2[C:5]([C:3]([O:2][CH3:1])=[O:4])=[CH:9][O:8][CH:7]=2)=[O:12])[CH:20]=[CH:21][CH:22]=1.